From a dataset of Drug half-life prediction data from Obach et al.. Regression/Classification. Given a drug SMILES string, predict its absorption, distribution, metabolism, or excretion properties. Task type varies by dataset: regression for continuous measurements (e.g., permeability, clearance, half-life) or binary classification for categorical outcomes (e.g., BBB penetration, CYP inhibition). For this dataset (half_life_obach), we predict log10(half-life) (log10 of half-life in hours). (1) The molecule is CCCCCNC(=O)c1coc([C@@H]2[C@H]3CC[C@H](O3)[C@@H]2Cc2ccccc2CCC(=O)O)n1. The log10(half-life) is 1.34. (2) The molecule is O=C1c2c(O)ccc(O)c2C(=O)c2c(NCCNCCO)ccc(NCCNCCO)c21. The log10(half-life) is 1.72.